Dataset: Forward reaction prediction with 1.9M reactions from USPTO patents (1976-2016). Task: Predict the product of the given reaction. Given the reactants C([O:3][C:4]([C:6]1[C:7]([C:11]2[CH:16]=[CH:15][C:14]([Cl:17])=[CH:13][CH:12]=2)=[N:8][O:9][CH:10]=1)=[O:5])C.C(OC(C1C(C2C=CC(F)=CC=2)=NOC=1)=O)C, predict the reaction product. The product is: [Cl:17][C:14]1[CH:13]=[CH:12][C:11]([C:7]2[C:6]([C:4]([OH:5])=[O:3])=[CH:10][O:9][N:8]=2)=[CH:16][CH:15]=1.